Dataset: Catalyst prediction with 721,799 reactions and 888 catalyst types from USPTO. Task: Predict which catalyst facilitates the given reaction. (1) Reactant: [Mg].II.Br[C:5]1[CH:10]=[CH:9][C:8]([Br:11])=[CH:7][CH:6]=1.[C:12]([C:14]([N:17]1[CH2:22][CH2:21][CH2:20][CH2:19][CH2:18]1)(C)[CH3:15])#N.C(=O)([O-])[O-].[K+].[K+]. Product: [Br:11][C:8]1[CH:9]=[CH:10][C:5]([C:14]([N:17]2[CH2:22][CH2:21][CH2:20][CH2:19][CH2:18]2)([CH3:15])[CH3:12])=[CH:6][CH:7]=1. The catalyst class is: 385. (2) Reactant: [Cl:1][C:2]1[N:3]=[C:4]2[CH:12]=[C:11]([Cl:13])[CH:10]=[N:9][C:5]2=[N:6][C:7]=1Cl.[CH3:14][N:15]1[CH2:21][CH2:20][CH2:19][NH:18][CH2:17][CH2:16]1. Product: [Cl:1][C:2]1[N:3]=[C:4]2[CH:12]=[C:11]([Cl:13])[CH:10]=[N:9][C:5]2=[N:6][C:7]=1[N:18]1[CH2:19][CH2:20][CH2:21][N:15]([CH3:14])[CH2:16][CH2:17]1. The catalyst class is: 2.